From a dataset of Full USPTO retrosynthesis dataset with 1.9M reactions from patents (1976-2016). Predict the reactants needed to synthesize the given product. (1) Given the product [O:101]=[C:98]1[CH:99]=[CH:100][C:96](=[O:95])[N:97]1[CH2:102][CH2:103][CH2:104][CH2:105][CH2:106][C:107]([NH:109][NH:110][C:1](=[O:3])[CH2:4][CH2:5][CH2:6][N:7]([CH3:62])[C@H:8]([C:12]([NH:14][C@H:15]([C:19]([N:21]([C@@H:23]([C@@H:58]([CH3:61])[CH2:59][CH3:60])[C@H:24]([O:56][CH3:57])[CH2:25][C:26]([N:28]1[CH2:32][CH2:31][CH2:30][C@H:29]1[C@H:33]([O:54][CH3:55])[C@@H:34]([CH3:53])[C:35](=[O:52])[NH:36][C@@:37]1([C:46](=[O:51])[NH:47][CH2:48][CH2:49][CH3:50])[CH2:39][C@@H:38]1[C:40]1[CH:41]=[CH:42][CH:43]=[CH:44][CH:45]=1)=[O:27])[CH3:22])=[O:20])[CH:16]([CH3:18])[CH3:17])=[O:13])[CH:9]([CH3:11])[CH3:10])=[O:108], predict the reactants needed to synthesize it. The reactants are: [C:1]([CH2:4][CH2:5][CH2:6][N:7]([CH3:62])[C@H:8]([C:12]([NH:14][C@H:15]([C:19]([N:21]([C@@H:23]([C@@H:58]([CH3:61])[CH2:59][CH3:60])[C@H:24]([O:56][CH3:57])[CH2:25][C:26]([N:28]1[CH2:32][CH2:31][CH2:30][C@H:29]1[C@H:33]([O:54][CH3:55])[C@@H:34]([CH3:53])[C:35](=[O:52])[NH:36][C@@:37]1([C:46](=[O:51])[NH:47][CH2:48][CH2:49][CH3:50])[CH2:39][C@@H:38]1[C:40]1[CH:45]=[CH:44][CH:43]=[CH:42][CH:41]=1)=[O:27])[CH3:22])=[O:20])[CH:16]([CH3:18])[CH3:17])=[O:13])[CH:9]([CH3:11])[CH3:10])([OH:3])=O.Cl.CN(C)CCCN=C=NCC.O.ON1C2C=CC=CC=2N=N1.C(N(CC)C(C)C)(C)C.[O:95]=[C:96]1[CH:100]=[CH:99][C:98](=[O:101])[N:97]1[CH2:102][CH2:103][CH2:104][CH2:105][CH2:106][C:107]([NH:109][NH2:110])=[O:108]. (2) The reactants are: C(Cl)(=O)C(Cl)=O.[C:7]([C:10]1[CH:11]=[CH:12][C:13]([O:19][CH2:20][CH2:21][CH3:22])=[C:14]([CH:18]=1)[C:15]([OH:17])=O)(=[O:9])[CH3:8].[NH2:23][C:24]1[C:25]([C:39]([NH2:41])=[O:40])=[N:26][N:27]([CH2:32][C:33]2[CH:38]=[CH:37][CH:36]=[CH:35][N:34]=2)[C:28]=1[CH2:29][CH2:30][CH3:31]. Given the product [C:7]([C:10]1[CH:11]=[CH:12][C:13]([O:19][CH2:20][CH2:21][CH3:22])=[C:14]([CH:18]=1)[C:15]([NH:23][C:24]1[C:25]([C:39]([NH2:41])=[O:40])=[N:26][N:27]([CH2:32][C:33]2[CH:38]=[CH:37][CH:36]=[CH:35][N:34]=2)[C:28]=1[CH2:29][CH2:30][CH3:31])=[O:17])(=[O:9])[CH3:8], predict the reactants needed to synthesize it. (3) The reactants are: [N:1]1([C:5]2[CH:10]=[CH:9][C:8]([N+:11]([O-])=O)=[CH:7][N:6]=2)[CH2:4][CH2:3][CH2:2]1.[H][H]. Given the product [NH2:11][C:8]1[CH:7]=[N:6][C:5]([N:1]2[CH2:4][CH2:3][CH2:2]2)=[CH:10][CH:9]=1, predict the reactants needed to synthesize it. (4) Given the product [F:21][C:22]([F:30])([F:31])[C:23]1[CH:24]=[C:25]([NH:26][C:2](=[O:9])[C:3]2[CH:8]=[CH:7][N:6]=[CH:5][CH:4]=2)[CH:27]=[CH:28][CH:29]=1, predict the reactants needed to synthesize it. The reactants are: Cl.[C:2](Cl)(=[O:9])[C:3]1[CH:8]=[CH:7][N:6]=[CH:5][CH:4]=1.C(N(CC)CC)C.ClCCl.[F:21][C:22]([F:31])([F:30])[C:23]1[CH:24]=[C:25]([CH:27]=[CH:28][CH:29]=1)[NH2:26]. (5) Given the product [O:14]([CH2:21][C:22]1[O:23][C:24]2[CH2:25][N:26]([C:6](=[O:11])[C:7]([F:8])([F:9])[F:10])[CH2:27][CH2:28][C:29]=2[N:30]=1)[C:15]1[CH:16]=[CH:17][CH:18]=[CH:19][CH:20]=1, predict the reactants needed to synthesize it. The reactants are: [F:8][C:7]([F:10])([F:9])[C:6](O[C:6](=[O:11])[C:7]([F:10])([F:9])[F:8])=[O:11].[O:14]([CH2:21][C:22]1[O:23][C:24]2[CH2:25][NH:26][CH2:27][CH2:28][C:29]=2[N:30]=1)[C:15]1[CH:20]=[CH:19][CH:18]=[CH:17][CH:16]=1.C(N(CC)CC)C.C([O-])([O-])=O.[Na+].[Na+]. (6) Given the product [N:19]1([S:16]([C:12]2[CH:11]=[C:10]([C:7]3[S:6][C:5]4=[N:4][CH:3]=[C:2]([C:33]5[CH:34]=[C:35]([C:40]([F:43])([F:42])[F:41])[C:36]([NH2:39])=[N:37][CH:38]=5)[N:9]4[N:8]=3)[CH:15]=[CH:14][CH:13]=2)(=[O:18])=[O:17])[CH2:24][CH2:23][O:22][CH2:21][CH2:20]1, predict the reactants needed to synthesize it. The reactants are: I[C:2]1[N:9]2[C:5]([S:6][C:7]([C:10]3[CH:15]=[CH:14][CH:13]=[C:12]([S:16]([N:19]4[CH2:24][CH2:23][O:22][CH2:21][CH2:20]4)(=[O:18])=[O:17])[CH:11]=3)=[N:8]2)=[N:4][CH:3]=1.CC1(C)C(C)(C)OB([C:33]2[CH:34]=[C:35]([C:40]([F:43])([F:42])[F:41])[C:36]([NH2:39])=[N:37][CH:38]=2)O1.C([O-])([O-])=O.[K+].[K+]. (7) Given the product [CH3:13][C:12]1[C:7]([NH:6][C:1]2[CH:2]=[C:3]([CH3:4])[O:28][N:27]=2)=[N:8][C:9]([NH:15][CH2:16][C:17]2[CH:22]=[CH:21][CH:20]=[CH:19][N:18]=2)=[N:10][C:11]=1[CH3:14], predict the reactants needed to synthesize it. The reactants are: [CH:1]1([NH:6][C:7]2[C:12]([CH3:13])=[C:11]([CH3:14])[N:10]=[C:9]([NH:15][CH2:16][C:17]3[CH:22]=[CH:21][CH:20]=[CH:19][N:18]=3)[N:8]=2)C[CH2:4][CH2:3][CH2:2]1.CC1[O:28][N:27]=C(N)C=1. (8) Given the product [NH:1]([C:30]([CH3:32])=[O:31])[C@H:2]([C:7]([NH:9][C@H:10]([C:15]([NH:17][C@H:18]([C:26]([OH:28])=[O:27])[CH2:19][C:20]1[CH:21]=[CH:22][CH:23]=[CH:24][CH:25]=1)=[O:16])[CH2:11][CH:12]([CH3:13])[CH3:14])=[O:8])[CH2:3][CH:4]([CH3:6])[CH3:5], predict the reactants needed to synthesize it. The reactants are: [NH:1]([C:30]([CH3:32])=[O:31])[C@H:2]([C:7]([NH:9][C@H:10]([C:15]([NH:17][C@H:18]([C:26]([O:28]C)=[O:27])[CH2:19][C:20]1[CH:25]=[CH:24][CH:23]=[CH:22][CH:21]=1)=[O:16])[CH2:11][CH:12]([CH3:14])[CH3:13])=[O:8])[CH2:3][CH:4]([CH3:6])[CH3:5].[OH-].[Na+].